Task: Regression. Given a peptide amino acid sequence and an MHC pseudo amino acid sequence, predict their binding affinity value. This is MHC class I binding data.. Dataset: Peptide-MHC class I binding affinity with 185,985 pairs from IEDB/IMGT (1) The peptide sequence is APSYRNFSF. The MHC is HLA-A31:01 with pseudo-sequence HLA-A31:01. The binding affinity (normalized) is 0.0847. (2) The binding affinity (normalized) is 0.454. The peptide sequence is LEENVEVEIW. The MHC is HLA-B44:03 with pseudo-sequence HLA-B44:03. (3) The peptide sequence is YVQMALMKL. The MHC is Patr-A0401 with pseudo-sequence Patr-A0401. The binding affinity (normalized) is 0. (4) The peptide sequence is NLLDSYFVV. The MHC is HLA-A02:06 with pseudo-sequence HLA-A02:06. The binding affinity (normalized) is 1.00.